Predict the reactants needed to synthesize the given product. From a dataset of Full USPTO retrosynthesis dataset with 1.9M reactions from patents (1976-2016). (1) Given the product [CH2:1]([N:8]1[CH2:12][CH2:11][CH:10]([C:13]([C:15]2[CH:16]=[C:17]3[C:21](=[CH:22][CH:23]=2)[NH:20][C:19]([C:24]([NH:33][C:32]2[CH:31]=[C:30]([F:29])[CH:36]=[C:35]([F:37])[CH:34]=2)=[O:25])=[CH:18]3)=[CH2:14])[CH2:9]1)[C:2]1[CH:7]=[CH:6][CH:5]=[CH:4][CH:3]=1, predict the reactants needed to synthesize it. The reactants are: [CH2:1]([N:8]1[CH2:12][CH2:11][CH:10]([C:13]([C:15]2[CH:16]=[C:17]3[C:21](=[CH:22][CH:23]=2)[NH:20][C:19]([C:24](OCC)=[O:25])=[CH:18]3)=[CH2:14])[CH2:9]1)[C:2]1[CH:7]=[CH:6][CH:5]=[CH:4][CH:3]=1.[F:29][C:30]1[CH:31]=[C:32]([CH:34]=[C:35]([F:37])[CH:36]=1)[NH2:33]. (2) Given the product [C:59]([O:58][C:56]([NH:55][O:54][CH2:53][CH2:52][CH2:51][CH2:50][NH:49][C:14](=[O:16])[CH2:13][O:12][C:8]1[CH:7]=[C:6]2[C:11]([C:2]([CH3:1])=[CH:3][C:4](=[O:17])[O:5]2)=[CH:10][CH:9]=1)=[O:57])([CH3:62])([CH3:61])[CH3:60], predict the reactants needed to synthesize it. The reactants are: [CH3:1][C:2]1[C:11]2[C:6](=[CH:7][C:8]([O:12][CH2:13][C:14]([OH:16])=O)=[CH:9][CH:10]=2)[O:5][C:4](=[O:17])[CH:3]=1.Cl.C(N=C=NCCCN(C)C)C.ON1C2C=CC=CC=2N=N1.CCN(C(C)C)C(C)C.[NH2:49][CH2:50][CH2:51][CH2:52][CH2:53][O:54][NH:55][C:56]([O:58][C:59]([CH3:62])([CH3:61])[CH3:60])=[O:57]. (3) Given the product [CH2:46]([N:54]1[CH:58]=[C:57]([C:59]2[C:67]3[C:62](=[N:63][CH:64]=[C:65]([C:68]4[CH:69]=[CH:70][C:71]([N:74]5[CH2:75][CH2:76][N:77]([C:80]([O:82][C:83]([CH3:86])([CH3:85])[CH3:84])=[O:81])[CH2:78][CH2:79]5)=[CH:72][CH:73]=4)[CH:66]=3)[NH:61][CH:60]=2)[CH:56]=[N:55]1)[CH2:47][C:48]1[CH:49]=[CH:50][CH:51]=[CH:52][CH:53]=1, predict the reactants needed to synthesize it. The reactants are: Cl.FC1C=C(C=CC=1)CN1C=C(C2C3C(=NC=C(C4C=CC(C5CCNCC5)=CC=4)C=3)N(S(C3C=CC(C)=CC=3)(=O)=O)C=2)C=N1.[CH2:46]([N:54]1[CH:58]=[C:57]([C:59]2[C:67]3[C:62](=[N:63][CH:64]=[C:65]([C:68]4[CH:73]=[CH:72][C:71]([N:74]5[CH2:79][CH2:78][N:77]([C:80]([O:82][C:83]([CH3:86])([CH3:85])[CH3:84])=[O:81])[CH2:76][CH2:75]5)=[CH:70][CH:69]=4)[CH:66]=3)[N:61](S(C3C=CC(C)=CC=3)(=O)=O)[CH:60]=2)[CH:56]=[N:55]1)[CH2:47][C:48]1[CH:53]=[CH:52][CH:51]=[CH:50][CH:49]=1.[OH-].[Li+].